This data is from Catalyst prediction with 721,799 reactions and 888 catalyst types from USPTO. The task is: Predict which catalyst facilitates the given reaction. Reactant: [C:1](#[N:3])[CH3:2].C([N-]C(C)C)(C)C.[Li+].[CH3:12][O:13][C:14]1[CH:19]=[C:18]([CH2:20][CH2:21][C:22](OC)=O)[CH:17]=[C:16]([O:26][CH3:27])[N:15]=1.Cl.[NH2:29][NH2:30]. Product: [CH3:27][O:26][C:16]1[CH:17]=[C:18]([CH2:20][CH2:21][C:22]2[NH:30][N:29]=[C:1]([NH2:3])[CH:2]=2)[CH:19]=[C:14]([O:13][CH3:12])[N:15]=1. The catalyst class is: 219.